This data is from Catalyst prediction with 721,799 reactions and 888 catalyst types from USPTO. The task is: Predict which catalyst facilitates the given reaction. Reactant: [C:1]([O:4][C@@H:5]1[CH2:9][C:8](=[O:10])[N:7]([C@@H]2CCCC[C@H]2O)[C:6]1=[O:18])(=[O:3])[CH3:2].C(OC1C=C(CCN=C([O-])C(Cl)(Cl)Cl)C=CC=1OC)C1C=CC=CC=1. Product: [C:1]([O:4][C@@H:5]1[CH2:9][C:8](=[O:10])[NH:7][C:6]1=[O:18])(=[O:3])[CH3:2]. The catalyst class is: 4.